From a dataset of Full USPTO retrosynthesis dataset with 1.9M reactions from patents (1976-2016). Predict the reactants needed to synthesize the given product. (1) Given the product [ClH:36].[ClH:37].[NH2:8][C@H:9]1[CH2:14][CH2:13][C@H:12]([C:15]([NH:17][C:18]2[C:22]3[CH:23]=[CH:24][CH:25]=[CH:26][C:21]=3[O:20][C:19]=2[C:27]([NH:29][C:30]2[CH:35]=[CH:34][C:33]([Cl:36])=[CH:32][N:31]=2)=[O:28])=[O:16])[CH2:11][CH2:10]1, predict the reactants needed to synthesize it. The reactants are: C(OC([NH:8][C@H:9]1[CH2:14][CH2:13][C@H:12]([C:15]([NH:17][C:18]2[C:22]3[CH:23]=[CH:24][CH:25]=[CH:26][C:21]=3[O:20][C:19]=2[C:27]([NH:29][C:30]2[CH:35]=[CH:34][C:33]([Cl:36])=[CH:32][N:31]=2)=[O:28])=[O:16])[CH2:11][CH2:10]1)=O)(C)(C)C.[ClH:37]. (2) Given the product [F:1][C:2]1[CH:3]=[C:4]([O:8][C:15](=[O:18])[CH2:16][CH3:17])[CH:5]=[CH:6][CH:7]=1, predict the reactants needed to synthesize it. The reactants are: [F:1][C:2]1[CH:3]=[C:4]([OH:8])[CH:5]=[CH:6][CH:7]=1.N1C=CC=CC=1.[C:15](Cl)(=[O:18])[CH2:16][CH3:17].